Dataset: Forward reaction prediction with 1.9M reactions from USPTO patents (1976-2016). Task: Predict the product of the given reaction. (1) Given the reactants [F:1][C:2]1[CH:7]=[C:6](Br)[CH:5]=[CH:4][C:3]=1[O:9][CH3:10].[CH3:11][N:12]1[CH:16]=[CH:15][N:14]=[CH:13]1, predict the reaction product. The product is: [F:1][C:2]1[CH:7]=[C:6]([C:13]2[N:12]([CH3:11])[CH:16]=[CH:15][N:14]=2)[CH:5]=[CH:4][C:3]=1[O:9][CH3:10]. (2) Given the reactants [CH3:1][C:2]1[N:12]=[CH:11][CH:10]=[CH:9][C:3]=1[C:4](OCC)=[O:5].[H-].C([Al+]CC(C)C)C(C)C, predict the reaction product. The product is: [CH3:1][C:2]1[C:3]([CH2:4][OH:5])=[CH:9][CH:10]=[CH:11][N:12]=1.